From a dataset of TCR-epitope binding with 47,182 pairs between 192 epitopes and 23,139 TCRs. Binary Classification. Given a T-cell receptor sequence (or CDR3 region) and an epitope sequence, predict whether binding occurs between them. The epitope is PKYVKQNTLKLAT. The TCR CDR3 sequence is CASSQSGGLKDTQYF. Result: 1 (the TCR binds to the epitope).